This data is from Reaction yield outcomes from USPTO patents with 853,638 reactions. The task is: Predict the reaction yield, written as a fraction of the theoretical maximum amount of product (1.0 means a 100% yield; for example, 0.34 means a 34% yield). (1) The reactants are [F:1][C:2]1[CH:7]=[C:6]([I:8])[CH:5]=[CH:4][C:3]=1[NH:9][C:10]1[C:15]([N+:16]([O-])=O)=[CH:14][N:13]([CH3:19])[C:12](=[O:20])[CH:11]=1. The catalyst is CCO.[Fe]. The product is [NH2:16][C:15]1[C:10]([NH:9][C:3]2[CH:4]=[CH:5][C:6]([I:8])=[CH:7][C:2]=2[F:1])=[CH:11][C:12](=[O:20])[N:13]([CH3:19])[CH:14]=1. The yield is 0.830. (2) The reactants are OC1C=CC(C2SC3C=C(OC)C=CC=3C=2OC2C=CC(/C=C/C(OC)=O)=CC=2)=CC=1.[OH:32][C:33]1[CH:34]=[CH:35][C:36]2[C:40]([O:41][C:42]3[CH:47]=[CH:46][C:45](/[CH:48]=[CH:49]/[C:50]([O:52]C)=[O:51])=[CH:44][CH:43]=3)=[C:39]([C:54]3[CH:59]=[CH:58][C:57]([O:60][CH3:61])=[CH:56][CH:55]=3)[S:38][C:37]=2[CH:62]=1.O.[Li+].[OH-]. The catalyst is C1COCC1.CO.C(Cl)Cl. The product is [OH:32][C:33]1[CH:34]=[CH:35][C:36]2[C:40]([O:41][C:42]3[CH:43]=[CH:44][C:45](/[CH:48]=[CH:49]/[C:50]([OH:52])=[O:51])=[CH:46][CH:47]=3)=[C:39]([C:54]3[CH:55]=[CH:56][C:57]([O:60][CH3:61])=[CH:58][CH:59]=3)[S:38][C:37]=2[CH:62]=1. The yield is 0.530. (3) The reactants are C(O[C@]1(S([O-])(=O)=O)C=CC(C)=CC1[CH:16]([CH2:18][O:19][C@@H:20]([C@H:23]1[O:27][N:26]=[C:25]([C:28]#[CH:29])[CH2:24]1)[CH2:21][OH:22])[CH3:17])C1C=CC=CC=1.C(#N)C.[CH3:37][C:38](C)([O-])[CH3:39].[Na+].C([O-])(O)=O.[Na+].[CH2:48]1[CH2:52][O:51][CH2:50][CH2:49]1. No catalyst specified. The product is [CH2:50]([O:51][CH2:17][C@@H:16]1[CH2:18][O:19][C@@H:20]([C@H:23]2[O:27][N:26]=[C:25]([C:28]#[CH:29])[CH2:24]2)[CH2:21][O:22]1)[C:49]1[CH:48]=[CH:52][CH:39]=[CH:38][CH:37]=1. The yield is 0.650. (4) The reactants are COC(=O)C1C=CC(N(CC2C=CC=CC=2)S(C2C=CC(OC)=CC=2)(=O)=O)=CC=1.[N:30]1[CH:35]=[CH:34][CH:33]=[CH:32][C:31]=1[CH2:36][NH:37][CH2:38][C:39]1[CH:46]=[CH:45][C:42]([C:43]#[N:44])=[CH:41][CH:40]=1.[CH2:47]([O:49][C:50]1[CH:55]=[CH:54][C:53]([S:56](Cl)(=[O:58])=[O:57])=[CH:52][CH:51]=1)[CH3:48]. No catalyst specified. The product is [C:43]([C:42]1[CH:41]=[CH:40][C:39]([CH2:38][N:37]([CH2:36][C:31]2[CH:32]=[CH:33][CH:34]=[CH:35][N:30]=2)[S:56]([C:53]2[CH:52]=[CH:51][C:50]([O:49][CH2:47][CH3:48])=[CH:55][CH:54]=2)(=[O:58])=[O:57])=[CH:46][CH:45]=1)#[N:44]. The yield is 0.770.